Dataset: Human liver microsome stability data. Task: Regression/Classification. Given a drug SMILES string, predict its absorption, distribution, metabolism, or excretion properties. Task type varies by dataset: regression for continuous measurements (e.g., permeability, clearance, half-life) or binary classification for categorical outcomes (e.g., BBB penetration, CYP inhibition). Dataset: hlm. (1) The compound is Cc1cccc(CN2C(=O)CN(C(=O)c3cc4cc(C5CC5)ccc4[nH]3)C[C@@H]2Cc2ccccc2)c1. The result is 0 (unstable in human liver microsomes). (2) The drug is CC(C)(C)CCN1C(=O)C(C2=NS(=O)(=O)c3c(CNS(C)(=O)=O)cccc32)=C(O)[C@@H]1C(C)(C)C. The result is 0 (unstable in human liver microsomes). (3) The compound is CCNC(=O)Nc1cc(N2CCC(N)C2)c(C(=O)Nc2cccnc2)cn1. The result is 0 (unstable in human liver microsomes). (4) The molecule is Cc1ccc(-c2nn(CCC3CC3)c(=O)c(C3=NS(=O)(=O)c4cc(OCC(N)=O)ccc4N3)c2O)s1. The result is 0 (unstable in human liver microsomes).